From a dataset of Full USPTO retrosynthesis dataset with 1.9M reactions from patents (1976-2016). Predict the reactants needed to synthesize the given product. (1) Given the product [C:23]([N:20]1[CH2:19][CH2:18][N:17]([CH2:16][C:15](=[O:30])[C:7]2[S:8][CH:9]=[CH:10][N:11]=2)[CH2:22][CH2:21]1)([O:25][C:26]([CH3:29])([CH3:28])[CH3:27])=[O:24], predict the reactants needed to synthesize it. The reactants are: C([Li])CCC.Br[C:7]1[S:8][CH:9]=[CH:10][N:11]=1.CON(C)[C:15](=[O:30])[CH2:16][N:17]1[CH2:22][CH2:21][N:20]([C:23]([O:25][C:26]([CH3:29])([CH3:28])[CH3:27])=[O:24])[CH2:19][CH2:18]1.C(OCC)(=O)C. (2) Given the product [Br:1][C:2]1[CH:3]=[CH:4][C:5]2[N:6]([N:8]=[C:9]([C:14]3[CH:19]=[CH:18][CH:17]=[CH:16][CH:15]=3)[CH:10]=2)[CH:7]=1, predict the reactants needed to synthesize it. The reactants are: [Br:1][C:2]1[CH:3]=[CH:4][C:5]2[N:6]([N:8]=[C:9]([C:14]3[CH:19]=[CH:18][CH:17]=[CH:16][CH:15]=3)[C:10]=2C(O)=O)[CH:7]=1. (3) Given the product [F:48][C:46]1[CH:47]=[C:42]([CH:43]=[C:44]([F:49])[CH:45]=1)[CH2:41][C@@H:10]1[CH2:9][NH:8][CH2:13][CH2:12][N:11]1[C:14]([C:16]1[N:17]=[CH:18][N:19]([C@H:27]2[CH2:32][CH2:31][CH2:30][CH2:29][C@@H:28]2[NH:33][C:34](=[O:40])[O:35][CH2:36][CH:37]2[CH2:38][CH2:39]2)[C:20]=1[C:21]1[CH:22]=[CH:23][CH:24]=[CH:25][CH:26]=1)=[O:15], predict the reactants needed to synthesize it. The reactants are: C([N:8]1[CH2:13][CH2:12][N:11]([C:14]([C:16]2[N:17]=[CH:18][N:19]([C@H:27]3[CH2:32][CH2:31][CH2:30][CH2:29][C@@H:28]3[NH:33][C:34](=[O:40])[O:35][CH2:36][CH:37]3[CH2:39][CH2:38]3)[C:20]=2[C:21]2[CH:26]=[CH:25][CH:24]=[CH:23][CH:22]=2)=[O:15])[C@H:10]([CH2:41][C:42]2[CH:47]=[C:46]([F:48])[CH:45]=[C:44]([F:49])[CH:43]=2)[CH2:9]1)C1C=CC=CC=1. (4) The reactants are: ClC(Cl)(Cl)C#N.C1CCN2C(=NCCC2)CC1.C(C1C=CC(CC2C=CC(NC(=O)OCC3C=CC=CC=3)=CC=2O)=CC=1)C.C([O:53][C@@H:54]1[C@@H:86]([O:87]C(=O)C2C=CC=CC=2)[C@H:85]([O:96]C(=O)C2C=CC=CC=2)[C@@:84]([CH3:115])([CH2:105][O:106]C(=O)C2C=CC=CC=2)[O:83][C@H:55]1[O:56][C:57]1[CH:62]=[C:61]([NH:63]C(OCC2C=CC=CC=2)=O)[CH:60]=[CH:59][C:58]=1[CH2:74][C:75]1[CH:80]=[CH:79][C:78]([CH2:81][CH3:82])=[CH:77][CH:76]=1)(=O)C1C=CC=CC=1.C(O[C@@H]1[C@@H](OC(=O)C2C=CC=CC=2)[C@H](OC(=O)C2C=CC=CC=2)[C@@](C)(COC(=O)C2C=CC=CC=2)O[C@H]1OC1C=C(N)C=CC=1CC1C=CC(CC)=CC=1)(=O)C1C=CC=CC=1.C(=O)([O-])[O-].[K+].[K+]. Given the product [CH3:115][C@:84]1([CH2:105][OH:106])[O:83][C@@H:55]([O:56][C:57]2[CH:62]=[C:61]([NH2:63])[CH:60]=[CH:59][C:58]=2[CH2:74][C:75]2[CH:76]=[CH:77][C:78]([CH2:81][CH3:82])=[CH:79][CH:80]=2)[C@H:54]([OH:53])[C@@H:86]([OH:87])[C@@H:85]1[OH:96], predict the reactants needed to synthesize it. (5) Given the product [Cl:1][C:2]1[CH:3]=[CH:4][C:5]([O:20][C:21]2[CH:26]=[CH:25][C:24]([Cl:27])=[CH:23][C:22]=2[Cl:28])=[C:6]([O:8][C:9](=[O:19])[CH2:10][OH:11])[CH:7]=1, predict the reactants needed to synthesize it. The reactants are: [Cl:1][C:2]1[CH:3]=[CH:4][C:5]([O:20][C:21]2[CH:26]=[CH:25][C:24]([Cl:27])=[CH:23][C:22]=2[Cl:28])=[C:6]([O:8][C:9](=[O:19])[CH2:10][O:11]CC2C=CC=CC=2)[CH:7]=1. (6) Given the product [CH3:1][C@@H:2]([CH2:6][CH2:7][CH:8]=[CH2:9])[C:3]([O:5][CH2:18][C:19]([Cl:22])([Cl:21])[Cl:20])=[O:4], predict the reactants needed to synthesize it. The reactants are: [CH3:1][C@@H:2]([CH2:6][CH2:7][CH:8]=[CH2:9])[C:3]([OH:5])=[O:4].C(O[CH2:18][C:19]([Cl:22])([Cl:21])[Cl:20])(=O)CCCC=C.